Dataset: Peptide-MHC class II binding affinity with 134,281 pairs from IEDB. Task: Regression. Given a peptide amino acid sequence and an MHC pseudo amino acid sequence, predict their binding affinity value. This is MHC class II binding data. The binding affinity (normalized) is 0.0192. The peptide sequence is KPAAAATATATSAVG. The MHC is HLA-DPA10103-DPB10401 with pseudo-sequence HLA-DPA10103-DPB10401.